From a dataset of Drug-target binding data from BindingDB using IC50 measurements. Regression. Given a target protein amino acid sequence and a drug SMILES string, predict the binding affinity score between them. We predict pIC50 (pIC50 = -log10(IC50 in M); higher means more potent). Dataset: bindingdb_ic50. The compound is CC(=O)NC(CSC(=O)NCc1ccc(NC(=O)SCC(NC(C)=O)C(=O)O)cc1)C(=O)O. The target protein (P41921) has sequence MLSATKQTFRSLQIRTMSTNTKHYDYLVIGGGSGGVASARRAASYGAKTLLVEAKALGGTCVNVGCVPKKVMWYASDLATRVSHANEYGLYQNLPLDKEHLTFNWPEFKQKRDAYVHRLNGIYQKNLEKEKVDVVFGWARFNKDGNVEVQKRDNTTEVYSANHILVATGGKAIFPENIPGFELGTDSDGFFRLEEQPKKVVVVGAGYIGIELAGVFHGLGSETHLVIRGETVLRKFDECIQNTITDHYVKEGINVHKLSKIVKVEKNVETDKLKIHMNDSKSIDDVDELIWTIGRKSHLGMGSENVGIKLNSHDQIIADEYQNTNVPNIYSLGDVVGKVELTPVAIAAGRKLSNRLFGPEKFRNDKLDYENVPSVIFSHPEAGSIGISEKEAIEKYGKENIKVYNSKFTAMYYAMLSEKSPTRYKIVCAGPNEKVVGLHIVGDSSAEILQGFGVAIKMGATKADFDNCVAIHPTSAEELVTMR. The pIC50 is 3.9.